This data is from Full USPTO retrosynthesis dataset with 1.9M reactions from patents (1976-2016). The task is: Predict the reactants needed to synthesize the given product. (1) Given the product [NH2:2][CH2:1][C:3]1[C:11]2[B:10]([OH:12])[O:9][CH2:8][C:7]=2[CH:6]=[CH:5][CH:4]=1, predict the reactants needed to synthesize it. The reactants are: [C:1]([C:3]1[C:11]2[B:10]([OH:12])[O:9][CH2:8][C:7]=2[CH:6]=[CH:5][CH:4]=1)#[N:2].[H-].[Al+3].[Li+].[H-].[H-].[H-]. (2) Given the product [CH2:16]([C:13]1[CH:12]=[N:11][C:10]([N:1]2[CH2:6][CH2:5][CH:4]([CH2:7][OH:8])[CH2:3][CH2:2]2)=[N:15][CH:14]=1)[CH3:17], predict the reactants needed to synthesize it. The reactants are: [NH:1]1[CH2:6][CH2:5][CH:4]([CH2:7][OH:8])[CH2:3][CH2:2]1.Cl[C:10]1[N:15]=[CH:14][C:13]([CH2:16][CH3:17])=[CH:12][N:11]=1.C(=O)([O-])[O-].[Cs+].[Cs+]. (3) Given the product [N+:1]([C:4]1[CH:13]=[CH:12][C:7]2[N:8]([CH2:17][C:16]([F:20])([F:19])[F:15])[CH2:9][CH2:10][O:11][C:6]=2[CH:5]=1)([O-:3])=[O:2], predict the reactants needed to synthesize it. The reactants are: [N+:1]([C:4]1[CH:13]=[CH:12][C:7]2[NH:8][CH2:9][CH2:10][O:11][C:6]=2[CH:5]=1)([O-:3])=[O:2].O.[F:15][C:16]([F:20])([F:19])[CH:17]=O.[BH3-]C#N.[Na+].